From a dataset of Full USPTO retrosynthesis dataset with 1.9M reactions from patents (1976-2016). Predict the reactants needed to synthesize the given product. (1) Given the product [CH:17]([C:3]1[C:4]([N:8]([CH3:16])[CH2:9][CH2:10][CH2:11][C:12]([O:14][CH3:15])=[O:13])=[N:5][CH:6]=[N:7][C:2]=1[NH:23][C:22]1[CH:24]=[CH:25][C:26]([O:27][C:28]2[CH:29]=[N:30][C:31]([CH3:34])=[CH:32][CH:33]=2)=[C:20]([CH3:19])[CH:21]=1)=[O:18], predict the reactants needed to synthesize it. The reactants are: Cl[C:2]1[N:7]=[CH:6][N:5]=[C:4]([N:8]([CH3:16])[CH2:9][CH2:10][CH2:11][C:12]([O:14][CH3:15])=[O:13])[C:3]=1[CH:17]=[O:18].[CH3:19][C:20]1[CH:21]=[C:22]([CH:24]=[CH:25][C:26]=1[O:27][C:28]1[CH:29]=[N:30][C:31]([CH3:34])=[CH:32][CH:33]=1)[NH2:23].C(=O)([O-])[O-].[K+].[K+]. (2) Given the product [CH2:1]([N:8]([CH2:23][CH2:24][Cl:37])[C:9](=[O:22])[C@H:10]([NH:14][C:15](=[O:21])[O:16][C:17]([CH3:20])([CH3:19])[CH3:18])[CH:11]([CH3:13])[CH3:12])[C:2]1[CH:7]=[CH:6][CH:5]=[CH:4][CH:3]=1, predict the reactants needed to synthesize it. The reactants are: [CH2:1]([N:8]([CH2:23][CH2:24]O)[C:9](=[O:22])[C@H:10]([NH:14][C:15](=[O:21])[O:16][C:17]([CH3:20])([CH3:19])[CH3:18])[CH:11]([CH3:13])[CH3:12])[C:2]1[CH:7]=[CH:6][CH:5]=[CH:4][CH:3]=1.CCN(CC)CC.CS([Cl:37])(=O)=O. (3) Given the product [CH2:12]([C@H:19]1[CH2:20][N:21]([C:25]2[CH:33]=[C:32]3[C:28]([C:29]([CH2:37][CH3:38])=[N:30][N:31]3[CH:34]([CH3:35])[CH3:36])=[CH:27][CH:26]=2)[CH2:22][CH2:23][N:24]1[C:7](=[O:9])[CH2:6][C:3]1[NH:4][CH:5]=[N:1][N:2]=1)[C:13]1[CH:14]=[CH:15][CH:16]=[CH:17][CH:18]=1, predict the reactants needed to synthesize it. The reactants are: [N:1]1[N:2]=[C:3]([CH2:6][C:7]([O:9]CC)=O)[NH:4][CH:5]=1.[CH2:12]([C@@H:19]1[NH:24][CH2:23][CH2:22][N:21]([C:25]2[CH:33]=[C:32]3[C:28]([C:29]([CH2:37][CH3:38])=[N:30][N:31]3[CH:34]([CH3:36])[CH3:35])=[CH:27][CH:26]=2)[CH2:20]1)[C:13]1[CH:18]=[CH:17][CH:16]=[CH:15][CH:14]=1. (4) The reactants are: [Br:1][C:2]1[C:3]([F:12])=[C:4]([CH:8]=[C:9](I)[CH:10]=1)[C:5]([OH:7])=[O:6].[OH-:13].[Na+]. Given the product [Br:1][C:2]1[C:3]([F:12])=[C:4]([CH:8]=[C:9]([OH:13])[CH:10]=1)[C:5]([OH:7])=[O:6], predict the reactants needed to synthesize it. (5) Given the product [C:1]([N:9]1[C:14]2[CH:15]=[C:16]([NH2:19])[CH:17]=[CH:18][C:13]=2[O:12][CH:11]([CH2:22][C:23]([O:25][CH3:26])=[O:24])[CH2:10]1)(=[O:8])[C:2]1[CH:7]=[CH:6][CH:5]=[CH:4][CH:3]=1, predict the reactants needed to synthesize it. The reactants are: [C:1]([N:9]1[C:14]2[CH:15]=[C:16]([N+:19]([O-])=O)[CH:17]=[CH:18][C:13]=2[O:12][CH:11]([CH2:22][C:23]([O:25][CH3:26])=[O:24])[CH2:10]1)(=[O:8])[C:2]1[CH:7]=[CH:6][CH:5]=[CH:4][CH:3]=1. (6) Given the product [Br:27][C:26]1[C:22]([C:18]2[CH:17]=[C:16]([NH:15][C:8]([C:7]3[CH:11]=[CH:12][C:4]([O:3][C:2]([F:14])([F:13])[F:1])=[CH:5][CH:6]=3)=[O:9])[CH:21]=[CH:20][CH:19]=2)=[N:23][N:24]([CH3:28])[CH:25]=1, predict the reactants needed to synthesize it. The reactants are: [F:1][C:2]([F:14])([F:13])[O:3][C:4]1[CH:12]=[CH:11][C:7]([C:8](Cl)=[O:9])=[CH:6][CH:5]=1.[NH2:15][C:16]1[CH:17]=[C:18]([C:22]2[C:26]([Br:27])=[CH:25][N:24]([CH3:28])[N:23]=2)[CH:19]=[CH:20][CH:21]=1.C(N(CC)CC)C. (7) Given the product [CH2:1]([O:3][C:4]([C:6]1[NH:7][C:8]([CH3:11])=[C:9]([C:21](=[O:22])[CH2:20][C:16]2[CH:17]=[CH:18][CH:19]=[C:14]([O:13][CH3:12])[CH:15]=2)[CH:10]=1)=[O:5])[CH3:2], predict the reactants needed to synthesize it. The reactants are: [CH2:1]([O:3][C:4]([C:6]1[NH:7][C:8]([CH3:11])=[CH:9][CH:10]=1)=[O:5])[CH3:2].[CH3:12][O:13][C:14]1[CH:15]=[C:16]([CH2:20][C:21](Cl)=[O:22])[CH:17]=[CH:18][CH:19]=1. (8) Given the product [F:7][C:5]([F:6])([C:8]1[CH:13]=[CH:12][CH:11]=[CH:10][N:9]=1)[CH2:4][NH2:1], predict the reactants needed to synthesize it. The reactants are: [N:1]([CH2:4][C:5]([C:8]1[CH:13]=[CH:12][CH:11]=[CH:10][N:9]=1)([F:7])[F:6])=[N+]=[N-].[N-]=[N+]=[N-]. (9) Given the product [C:16]([C:13]1[N:12]([CH2:19][O:20][CH2:21][CH2:22][Si:23]([CH3:26])([CH3:24])[CH3:25])[N:11]=[C:10]2[CH2:9][N:8]([C:6]([O:5][C:1]([CH3:4])([CH3:3])[CH3:2])=[O:7])[CH2:15][C:14]=12)(=[O:17])[NH2:29], predict the reactants needed to synthesize it. The reactants are: [C:1]([O:5][C:6]([N:8]1[CH2:15][C:14]2[C:10](=[N:11][N:12]([CH2:19][O:20][CH2:21][CH2:22][Si:23]([CH3:26])([CH3:25])[CH3:24])[C:13]=2[C:16](O)=[O:17])[CH2:9]1)=[O:7])([CH3:4])([CH3:3])[CH3:2].CC[N:29](C(C)C)C(C)C.[Cl-].[NH4+].CN(C(ON1N=NC2C=CC=NC1=2)=[N+](C)C)C.F[P-](F)(F)(F)(F)F.